This data is from Reaction yield outcomes from USPTO patents with 853,638 reactions. The task is: Predict the reaction yield, written as a fraction of the theoretical maximum amount of product (1.0 means a 100% yield; for example, 0.34 means a 34% yield). (1) The reactants are Cl.Cl.[Cl:3][CH2:4][CH2:5][N:6]1[CH2:11][CH2:10][NH:9][CH2:8][CH2:7]1.C(N(CC)CC)C.[CH3:19][S:20](Cl)(=[O:22])=[O:21]. The catalyst is ClCCCl. The product is [Cl:3][CH2:4][CH2:5][N:6]1[CH2:11][CH2:10][N:9]([S:20]([CH3:19])(=[O:22])=[O:21])[CH2:8][CH2:7]1. The yield is 0.850. (2) The catalyst is C(N(CC)CC)C. The yield is 0.860. The product is [Cl:1][C:2]1[N:7]=[C:6]2[C:8]([CH3:28])=[C:9]([CH:11]([NH:18][C:19]3[CH:27]=[CH:26][C:22]([C:65]([N:64]([CH3:67])[CH2:63][CH2:32][C:33]([O:35][CH2:36][CH3:37])=[O:34])=[O:66])=[CH:21][CH:20]=3)[CH:12]3[CH2:17][CH2:16][CH2:15][CH2:14][CH2:13]3)[O:10][C:5]2=[CH:4][CH:3]=1. The reactants are [Cl:1][C:2]1[N:7]=[C:6]2[C:8]([CH3:28])=[C:9]([CH:11]([NH:18][C:19]3[CH:27]=[CH:26][C:22](C(O)=O)=[CH:21][CH:20]=3)[CH:12]3[CH2:17][CH2:16][CH2:15][CH2:14][CH2:13]3)[O:10][C:5]2=[CH:4][CH:3]=1.CNC[CH2:32][C:33]([O:35][CH2:36][CH3:37])=[O:34].O.ON1C2C=CC=CC=2N=N1.Cl.C(N=C=NCCCN(C)C)C.[Cl-].[NH4+].[CH3:63][N:64]([CH3:67])[CH:65]=[O:66]. (3) The reactants are Br[C:2]1[CH:3]=[C:4]([C:8]2[CH:13]=[CH:12][CH:11]=[CH:10][CH:9]=2)[CH:5]=[CH:6][CH:7]=1.[C:14]([Si:16]([CH3:19])([CH3:18])[CH3:17])#[CH:15]. The catalyst is Cl[Pd](Cl)([P](C1C=CC=CC=1)(C1C=CC=CC=1)C1C=CC=CC=1)[P](C1C=CC=CC=1)(C1C=CC=CC=1)C1C=CC=CC=1.[Cu](I)I. The product is [C:4]1([C:8]2[CH:13]=[CH:12][CH:11]=[CH:10][CH:9]=2)[CH:5]=[CH:6][CH:7]=[C:2]([C:15]#[C:14][Si:16]([CH3:19])([CH3:18])[CH3:17])[CH:3]=1. The yield is 0.880. (4) The reactants are [H-].[Na+].Cl[C:4]1[C:13]2[C:8](=[CH:9][CH:10]=[CH:11][CH:12]=2)[C:7]([N+:14]([O-:16])=[O:15])=[CH:6][N:5]=1.[C:17]([O:21][C:22]([N:24]1[CH2:29][CH2:28][CH:27]([OH:30])[CH2:26][CH2:25]1)=[O:23])([CH3:20])([CH3:19])[CH3:18].Cl. The catalyst is C1COCC1.O. The product is [C:17]([O:21][C:22]([N:24]1[CH2:29][CH2:28][CH:27]([O:30][C:4]2[C:13]3[C:8](=[CH:9][CH:10]=[CH:11][CH:12]=3)[C:7]([N+:14]([O-:16])=[O:15])=[CH:6][N:5]=2)[CH2:26][CH2:25]1)=[O:23])([CH3:20])([CH3:18])[CH3:19]. The yield is 0.730. (5) The reactants are [N+:1]([C:4]1[CH:5]=[N:6][N:7]([CH2:9][C:10]([NH:12][C:13]2[CH:18]=[CH:17][CH:16]=[CH:15][CH:14]=2)=[O:11])[CH:8]=1)([O-])=O. The catalyst is C(O)C.[Pd]. The product is [NH2:1][C:4]1[CH:5]=[N:6][N:7]([CH2:9][C:10]([NH:12][C:13]2[CH:18]=[CH:17][CH:16]=[CH:15][CH:14]=2)=[O:11])[CH:8]=1. The yield is 0.720.